This data is from Forward reaction prediction with 1.9M reactions from USPTO patents (1976-2016). The task is: Predict the product of the given reaction. (1) Given the reactants [CH3:1][N:2]([C:11]1[CH:12]=[CH:13][CH:14]=[C:15]2[C:19]=1[NH:18][C:17]([C:20]1[S:21][C:22]([CH3:32])([CH2:25][N:26]3[CH2:31][CH2:30][NH:29][CH2:28][CH2:27]3)[CH2:23][N:24]=1)=[CH:16]2)[S:3]([C:6]1[S:7][CH:8]=[CH:9][CH:10]=1)(=[O:5])=[O:4].C(N(CC)CC)C.[CH3:40][S:41](Cl)(=[O:43])=[O:42], predict the reaction product. The product is: [CH3:1][N:2]([C:11]1[CH:12]=[CH:13][CH:14]=[C:15]2[C:19]=1[NH:18][C:17]([C:20]1[S:21][C:22]([CH3:32])([CH2:25][N:26]3[CH2:31][CH2:30][N:29]([S:41]([CH3:40])(=[O:43])=[O:42])[CH2:28][CH2:27]3)[CH2:23][N:24]=1)=[CH:16]2)[S:3]([C:6]1[S:7][CH:8]=[CH:9][CH:10]=1)(=[O:5])=[O:4]. (2) Given the reactants [N:1]1([C:8]2[CH:13]=[CH:12][C:11]([C:14]3[CH:15]=[C:16]4[C:22]([C:23]5[CH:24]=[N:25][N:26]([CH2:28][C:29]6[CH:34]=[CH:33][CH:32]=[C:31]([F:35])[CH:30]=6)[CH:27]=5)=[CH:21][N:20]([S:36]([C:39]5[CH:45]=[CH:44][C:42]([CH3:43])=[CH:41][CH:40]=5)(=[O:38])=[O:37])[C:17]4=[N:18][CH:19]=3)=[CH:10][CH:9]=2)[CH2:7][CH2:6][CH2:5][NH:4][CH2:3][CH2:2]1.[CH3:46][C@H:47]1[CH2:49][O:48]1.CCN(C(C)C)C(C)C, predict the reaction product. The product is: [F:35][C:31]1[CH:30]=[C:29]([CH:34]=[CH:33][CH:32]=1)[CH2:28][N:26]1[CH:27]=[C:23]([C:22]2[C:16]3[C:17](=[N:18][CH:19]=[C:14]([C:11]4[CH:12]=[CH:13][C:8]([N:1]5[CH2:7][CH2:6][CH2:5][N:4]([CH2:46][C@@H:47]([OH:48])[CH3:49])[CH2:3][CH2:2]5)=[CH:9][CH:10]=4)[CH:15]=3)[N:20]([S:36]([C:39]3[CH:40]=[CH:41][C:42]([CH3:43])=[CH:44][CH:45]=3)(=[O:38])=[O:37])[CH:21]=2)[CH:24]=[N:25]1.